This data is from Forward reaction prediction with 1.9M reactions from USPTO patents (1976-2016). The task is: Predict the product of the given reaction. The product is: [Cl:31][C:10]1([C:5]2[CH:6]=[CH:7][CH:8]=[CH:9][C:4]=2[O:3][CH2:1][CH3:2])[C:18]2[C:13](=[CH:14][CH:15]=[C:16]([O:19][CH3:20])[CH:17]=2)[NH:12][C:11]1=[O:21]. Given the reactants [CH2:1]([O:3][C:4]1[CH:9]=[CH:8][CH:7]=[CH:6][C:5]=1[C:10]1(O)[C:18]2[C:13](=[CH:14][CH:15]=[C:16]([O:19][CH3:20])[CH:17]=2)[NH:12][C:11]1=[O:21])[CH3:2].N1C=CC=CC=1.O=S(Cl)[Cl:31], predict the reaction product.